This data is from Peptide-MHC class II binding affinity with 134,281 pairs from IEDB. The task is: Regression. Given a peptide amino acid sequence and an MHC pseudo amino acid sequence, predict their binding affinity value. This is MHC class II binding data. (1) The peptide sequence is DCCMEILGAVLEAVD. The MHC is DRB1_0405 with pseudo-sequence DRB1_0405. The binding affinity (normalized) is 0.896. (2) The peptide sequence is SVDSLEHEMWRSRAD. The MHC is DRB1_1101 with pseudo-sequence DRB1_1101. The binding affinity (normalized) is 0.